The task is: Predict the reaction yield, written as a fraction of the theoretical maximum amount of product (1.0 means a 100% yield; for example, 0.34 means a 34% yield).. This data is from Reaction yield outcomes from USPTO patents with 853,638 reactions. (1) The reactants are [NH2:1][C:2]1[S:3][C:4]2[CH:10]=[C:9]([S:11][C:12]([CH3:21])([CH3:20])[C:13]([N:15]3[CH2:19][CH2:18][CH2:17][CH2:16]3)=O)[CH:8]=[CH:7][C:5]=2[N:6]=1.CO. The catalyst is O1CCCC1. The product is [CH3:21][C:12]([S:11][C:9]1[CH:8]=[CH:7][C:5]2[N:6]=[C:2]([NH2:1])[S:3][C:4]=2[CH:10]=1)([CH3:20])[CH2:13][N:15]1[CH2:19][CH2:18][CH2:17][CH2:16]1. The yield is 0.553. (2) The reactants are Cl.[N:2]1([CH2:11][C:12]([OH:14])=O)[C:6]2[CH:7]=[CH:8][CH:9]=[CH:10][C:5]=2[N:4]=[N:3]1.[NH2:15][C@@H:16]([CH2:34][O:35][CH2:36][C:37]1[CH:42]=[CH:41][CH:40]=[CH:39][CH:38]=1)[C:17]([NH:19][C:20]1[CH:25]=[CH:24][C:23]([O:26][C:27]2[CH:32]=[CH:31][C:30]([F:33])=[CH:29][CH:28]=2)=[CH:22][CH:21]=1)=[O:18]. No catalyst specified. The product is [N:2]1([CH2:11][C:12]([NH:15][C@@H:16]([CH2:34][O:35][CH2:36][C:37]2[CH:38]=[CH:39][CH:40]=[CH:41][CH:42]=2)[C:17]([NH:19][C:20]2[CH:21]=[CH:22][C:23]([O:26][C:27]3[CH:32]=[CH:31][C:30]([F:33])=[CH:29][CH:28]=3)=[CH:24][CH:25]=2)=[O:18])=[O:14])[C:6]2[CH:7]=[CH:8][CH:9]=[CH:10][C:5]=2[N:4]=[N:3]1. The yield is 0.590. (3) The yield is 0.190. The product is [F:30][C:23]1[CH:22]=[C:21]([CH:26]=[CH:25][C:24]=1[C:2]1[C:11]([C:12]([F:15])([F:14])[F:13])=[N:10][C:9]2[C:4](=[CH:5][CH:6]=[C:7]([O:16][CH3:17])[CH:8]=2)[N:3]=1)[C:18]([OH:20])=[O:19]. No catalyst specified. The reactants are Cl[C:2]1[C:11]([C:12]([F:15])([F:14])[F:13])=[N:10][C:9]2[C:4](=[CH:5][CH:6]=[C:7]([O:16][CH3:17])[CH:8]=2)[N:3]=1.[C:18]([C:21]1[CH:26]=[CH:25][C:24](B(O)O)=[C:23]([F:30])[CH:22]=1)([OH:20])=[O:19]. (4) The reactants are [Cl:1][C:2]1[CH:3]=[C:4]([CH2:13][C@@H:14]([CH2:19][C:20]([O:22][CH3:23])=[O:21])[C:15]([O:17]C)=O)[C:5]([CH2:11]Cl)=[C:6]2[C:10]=1[NH:9][N:8]=[CH:7]2.[NH2:24][CH2:25][C:26]1[CH:31]=[CH:30][N:29]=[CH:28][CH:27]=1. The catalyst is CN(C=O)C.C(OCC)(=O)C. The product is [Cl:1][C:2]1[C:10]2[NH:9][N:8]=[CH:7][C:6]=2[C:5]2[CH2:11][N:24]([CH2:25][C:26]3[CH:31]=[CH:30][N:29]=[CH:28][CH:27]=3)[C:15](=[O:17])[C@H:14]([CH2:19][C:20]([O:22][CH3:23])=[O:21])[CH2:13][C:4]=2[CH:3]=1. The yield is 0.480. (5) The reactants are [Cl:1][C:2]1[CH:3]=[CH:4][C:5]([CH2:8][O:9][C:10]2[CH:15]=[CH:14][N:13]([C:16]3[CH:24]=[C:23]4[C:19]([C:20]5[CH2:29][CH2:28][N:27](C(OC(C)(C)C)=O)[CH2:26][C:21]=5[N:22]4[CH3:25])=[CH:18][CH:17]=3)[C:12](=[O:37])[CH:11]=2)=[N:6][CH:7]=1.C1(N)C(F)=C(F)C(F)=C(N)C=1F.[ClH:50].Cl. No catalyst specified. The product is [ClH:1].[ClH:50].[Cl:1][C:2]1[CH:3]=[CH:4][C:5]([CH2:8][O:9][C:10]2[CH:15]=[CH:14][N:13]([C:16]3[CH:24]=[C:23]4[C:19]([C:20]5[CH2:29][CH2:28][NH:27][CH2:26][C:21]=5[N:22]4[CH3:25])=[CH:18][CH:17]=3)[C:12](=[O:37])[CH:11]=2)=[N:6][CH:7]=1. The yield is 0.940. (6) The reactants are [C:1]([O:5][C:6]1[CH:13]=[CH:12][CH:11]=[CH:10][C:7]=1[CH:8]=O)([CH3:4])([CH3:3])[CH3:2].[N+:14]([CH3:17])([O-:16])=[O:15].Cl.CN.C([O-])(=O)C.[Na+]. The product is [C:1]([O:5][C:6]1[CH:13]=[CH:12][CH:11]=[CH:10][C:7]=1[CH:8]=[CH:17][N+:14]([O-:16])=[O:15])([CH3:4])([CH3:3])[CH3:2]. The yield is 1.03. The catalyst is ClCCl.O. (7) The reactants are C1(P(=O)(C2C=CC=CC=2)C2C=CC=CC=2)C=CC=CC=1.FC(F)(F)S(OS(C(F)(F)F)(=O)=O)(=O)=O.C([S:43][C:44]([CH3:82])([CH2:59][NH:60][C:61]([C:63]1[NH:64][C:65]2[C:70]([CH:71]=1)=[CH:69][CH:68]=[CH:67][C:66]=2[N:72]([CH3:81])[S:73]([C:76]1[S:77][CH:78]=[CH:79][CH:80]=1)(=[O:75])=[O:74])=O)[CH2:45][N:46]1[CH2:51][CH2:50][N:49](C(OC(C)(C)C)=O)[CH2:48][CH2:47]1)C1C=CC=CC=1.CSC.C(=O)([O-])O.[Na+]. The catalyst is C(#N)C. The product is [CH3:81][N:72]([C:66]1[CH:67]=[CH:68][CH:69]=[C:70]2[C:65]=1[NH:64][C:63]([C:61]1[S:43][C:44]([CH3:82])([CH2:45][N:46]3[CH2:51][CH2:50][NH:49][CH2:48][CH2:47]3)[CH2:59][N:60]=1)=[CH:71]2)[S:73]([C:76]1[S:77][CH:78]=[CH:79][CH:80]=1)(=[O:75])=[O:74]. The yield is 0.450.